Predict the reaction yield, written as a fraction of the theoretical maximum amount of product (1.0 means a 100% yield; for example, 0.34 means a 34% yield). From a dataset of Reaction yield outcomes from USPTO patents with 853,638 reactions. The reactants are [I:1][C:2]1[CH:7]=[CH:6][C:5]([OH:8])=[C:4]([CH:9]([CH3:11])[CH3:10])[CH:3]=1.C([O-])([O-])=O.[K+].[K+].[CH2:18](Br)[C:19]1[CH:24]=[CH:23][CH:22]=[CH:21][CH:20]=1.O. The catalyst is CN(C=O)C. The product is [CH2:18]([O:8][C:5]1[CH:6]=[CH:7][C:2]([I:1])=[CH:3][C:4]=1[CH:9]([CH3:11])[CH3:10])[C:19]1[CH:24]=[CH:23][CH:22]=[CH:21][CH:20]=1. The yield is 0.770.